Dataset: M1 muscarinic receptor agonist screen with 61,833 compounds. Task: Binary Classification. Given a drug SMILES string, predict its activity (active/inactive) in a high-throughput screening assay against a specified biological target. (1) The compound is O=C(NCc1c(OC)ccc(OC)c1)C1CCN(CC1)C(=O)N(C)C. The result is 0 (inactive). (2) The drug is O=c1n(CCCC(=O)NCc2occc2)c(=O)c2c(n1Cc1cc(ccc1)C)cccc2. The result is 0 (inactive). (3) The result is 0 (inactive). The compound is Brc1c(cc(NC(=O)CSc2n(N)c(nn2)c2ccncc2)cc1)C. (4) The compound is S(=O)(=O)(N(CC1OCCC1)Cc1sccc1)c1cc(OC)c(n2nnnc2)cc1. The result is 0 (inactive). (5) The compound is O1CCN(CC(O)Cn2c(c(c3c2cccc3)C)C)CC1. The result is 0 (inactive).